Dataset: Full USPTO retrosynthesis dataset with 1.9M reactions from patents (1976-2016). Task: Predict the reactants needed to synthesize the given product. (1) Given the product [F:26][C:25]([F:27])([F:28])[C:22]1[CH:21]=[CH:20][C:19]([C:17]#[C:18][C:2]2[CH:11]=[CH:10][N:9]=[C:8]3[C:3]=2[C:4]2[CH:16]=[CH:15][CH:14]=[CH:13][C:5]=2[C:6](=[O:12])[NH:7]3)=[CH:24][CH:23]=1, predict the reactants needed to synthesize it. The reactants are: Cl[C:2]1[CH:11]=[CH:10][N:9]=[C:8]2[C:3]=1[C:4]1[CH:16]=[CH:15][CH:14]=[CH:13][C:5]=1[C:6](=[O:12])[NH:7]2.[C:17]([C:19]1[CH:24]=[CH:23][C:22]([C:25]([F:28])([F:27])[F:26])=[CH:21][CH:20]=1)#[CH:18]. (2) Given the product [CH3:24][O:23][C:19]1[CH:18]=[C:17]2[C:22]([C:13]([O:12][CH2:11][C:8]3[N:6]4[N:7]=[C:2]([C:29]#[C:28][C:26]([CH3:27])([OH:30])[CH3:25])[CH:3]=[CH:4][C:5]4=[N:10][N:9]=3)=[CH:14][CH:15]=[N:16]2)=[CH:21][CH:20]=1, predict the reactants needed to synthesize it. The reactants are: Cl[C:2]1[CH:3]=[CH:4][C:5]2[N:6]([C:8]([CH2:11][O:12][C:13]3[C:22]4[C:17](=[CH:18][C:19]([O:23][CH3:24])=[CH:20][CH:21]=4)[N:16]=[CH:15][CH:14]=3)=[N:9][N:10]=2)[N:7]=1.[CH3:25][C:26]([OH:30])([C:28]#[CH:29])[CH3:27].C(N(CC)CC)C.C(#N)C. (3) Given the product [Br:16][C:15]1[S:14][C:13]([S:17](=[O:19])(=[O:18])[NH:33][CH2:32][CH2:31][CH2:30][N:29]([CH3:34])[CH3:28])=[CH:12][C:11]=1[C:7]1[S:6][C:5]([NH:4][C:1](=[O:3])[CH3:2])=[N:9][C:8]=1[CH3:10], predict the reactants needed to synthesize it. The reactants are: [C:1]([NH:4][C:5]1[S:6][C:7]([C:11]2[CH:12]=[C:13]([S:17](Cl)(=[O:19])=[O:18])[S:14][C:15]=2[Br:16])=[C:8]([CH3:10])[N:9]=1)(=[O:3])[CH3:2].C(N(CC)CC)C.[CH3:28][N:29]([CH3:34])[CH2:30][CH2:31][CH2:32][NH2:33]. (4) Given the product [CH:13]1([NH:16][CH:5]2[CH2:6][CH2:7][C:2]([C:9]([F:12])([F:11])[F:10])([OH:1])[CH2:3][CH2:4]2)[CH2:15][CH2:14]1, predict the reactants needed to synthesize it. The reactants are: [OH:1][C:2]1([C:9]([F:12])([F:11])[F:10])[CH2:7][CH2:6][C:5](=O)[CH2:4][CH2:3]1.[CH:13]1([NH2:16])[CH2:15][CH2:14]1.[BH-](OC(C)=O)(OC(C)=O)OC(C)=O.[Na+].C(O)(=O)C.[OH-].[Na+].